This data is from Drug-target binding data from BindingDB using IC50 measurements. The task is: Regression. Given a target protein amino acid sequence and a drug SMILES string, predict the binding affinity score between them. We predict pIC50 (pIC50 = -log10(IC50 in M); higher means more potent). Dataset: bindingdb_ic50. (1) The small molecule is N#C/C(=C\c1ccc(-c2c[nH]c3ncccc23)cc1)C(N)=O. The target protein sequence is MQTVGVHSIVQQLHRNSIQFTDGYEVKEDIGVGSYSVVKRCIHKATNMEFAVKIIDKSKRDPTEEIEILLRYGQHPNIITLKDVYDDGKYVYVVTELMKGGELLDKILRQKFFSEREASAVLFTITKTVEYLHAQGVVHRDLKPSNILYVDESGNPESIRICDFGFAKQLRAENGLLMTPCYTANFVAPEVLKRQGYDAACDIWSLGVLLYTMLTGYTPFANGPDDTPEEILARIGSGKFSLSGGYWNSVSDTAKDLVSKMLHVDPHQRLTAALVLRHPWIVHWDQLPQYQLNRQDAPHLVKGAMAATYSALNRNQSPVLEPVGRSTLAQRRGIKKITSTAL. The pIC50 is 3.8. (2) The pIC50 is 6.3. The compound is COc1ccc(NC(=O)Nc2ccc(Cl)c(Cl)c2)cc1. The target protein (P95276) has sequence MSQVHRILNCRGTRIHAVADSPPDQQGPLVVLLHGFPESWYSWRHQIPALAGAGYRVVAIDQRGYGRSSKYRVQKAYRIKELVGDVVGVLDSYGAEQAFVVGHDWGAPVAWTFAWLHPDRCAGVVGISVPFAGRGVIGLPGSPFGERRPSDYHLELAGPGRVWYQDYFAVQDGIITEIEEDLRGWLLGLTYTVSGEGMMAATKAAVDAGVDLESMDPIDVIRAGPLCMAEGARLKDAFVYPETMPAWFTEADLDFYTGEFERSGFGGPLSFYHNIDNDWHDLADQQGKPLTPPALFIGGQYDVGTIWGAQAIERAHEVMPNYRGTHMIADVGHWIQQEAPEETNRLLLDFLGGLRP. (3) The compound is CNc1cc(-c2nnc(NC(=O)[C@H](Cc3ccccc3)NCc3cscn3)s2)ccn1. The target protein (Q7TQN9) has sequence MHLNSNPNSYICDAYQHADLLWSLSPHVLTKAVQPQVTLLPTVNGSNPRYDGVDGHWPESPERSPCVAGIIPVIYYSVLLSLGLPVALARLAARTRKPSYHYLLALTASDIVTQVIIVFVGFLLQGAVLARQVPQAVVRTANILEFAANHASVWIAVLFTVDRYNALCRPLRHRATSSPGRTHRAIAAVIGVTLLTGIPFYWWLDVWRDADPPSTMDKLLKWAHCLIVYFIPCNVFLVTNSAIILRLRKRGQRGLRPLVSKSTAILLGVTSLFALLWAPRIIVMLYHLYVAPVHRDWRVHLALDIANMLAMLNTEVNFGLYCFISKTFRATVRQVICDVHMACALKSQPKQTVVELMLKSVGTEL. The pIC50 is 7.8. (4) The compound is CCCCCC1CC(CC#CCN2CCOCC2)C(=O)O1. The target protein sequence is MTKKVGVGQAHSKIILIGEHAVVYGYPAISLPLLEVEVTCKVVPAESPWRLYEEDTLSMAVYASLEYLNITEACIRCEIDSAIPEKRGMGSSAAISIAAIRAVFDYYQADLPHDVLEILVNRAEMIAHMNPSGLDAKTCLSDQPIRFIKNVGFTELEMDLSAYLVIADTGVYGHTREAIQVVQNKGKDALPFLHALGELTQQAEIAISQKDAEGLGQILSQAHLHLKEIGVSSLEADSLVETALSHGALGAKMSGGGLGGCIIALVTNLTHAQELAERLEEKGAVQTWIESL. The pIC50 is 2.0.